From a dataset of Peptide-MHC class II binding affinity with 134,281 pairs from IEDB. Regression. Given a peptide amino acid sequence and an MHC pseudo amino acid sequence, predict their binding affinity value. This is MHC class II binding data. (1) The peptide sequence is EFIAKVRSHAAIGAY. The MHC is DRB1_0301 with pseudo-sequence DRB1_0301. The binding affinity (normalized) is 0.573. (2) The peptide sequence is AANKQKQELDEISTN. The MHC is HLA-DQA10101-DQB10501 with pseudo-sequence HLA-DQA10101-DQB10501. The binding affinity (normalized) is 0. (3) The peptide sequence is IKEKGKDKWIALKES. The MHC is HLA-DQA10104-DQB10503 with pseudo-sequence HLA-DQA10104-DQB10503. The binding affinity (normalized) is 0.0297.